From a dataset of Peptide-MHC class II binding affinity with 134,281 pairs from IEDB. Regression. Given a peptide amino acid sequence and an MHC pseudo amino acid sequence, predict their binding affinity value. This is MHC class II binding data. (1) The peptide sequence is GELQIVCKIDAAFKI. The binding affinity (normalized) is 0.231. The MHC is DRB3_0202 with pseudo-sequence DRB3_0202. (2) The peptide sequence is KASNPNYLAILVKYV. The MHC is HLA-DQA10501-DQB10301 with pseudo-sequence HLA-DQA10501-DQB10301. The binding affinity (normalized) is 0.382. (3) The peptide sequence is KIIGGIGGFIKVRQYDQILI. The MHC is DRB1_1101 with pseudo-sequence DRB1_1101. The binding affinity (normalized) is 0.402. (4) The peptide sequence is YGIAAENVIDVKLVD. The MHC is HLA-DQA10101-DQB10501 with pseudo-sequence HLA-DQA10101-DQB10501. The binding affinity (normalized) is 0.507. (5) The peptide sequence is ADKVAATAANAAPAN. The MHC is DRB1_0901 with pseudo-sequence DRB1_0901. The binding affinity (normalized) is 0.232. (6) The peptide sequence is WIELKESWGAVWRID. The MHC is HLA-DPA10301-DPB10402 with pseudo-sequence HLA-DPA10301-DPB10402. The binding affinity (normalized) is 0.136. (7) The peptide sequence is SGLFQFIFFLLLAGR. The MHC is DRB1_0802 with pseudo-sequence DRB1_0802. The binding affinity (normalized) is 0.0770. (8) The peptide sequence is QVYPRSWSAVMLTFD. The MHC is DRB1_0404 with pseudo-sequence DRB1_0404. The binding affinity (normalized) is 0.543. (9) The peptide sequence is FLLSYGEKDFEDYRF. The MHC is DRB1_0301 with pseudo-sequence DRB1_0301. The binding affinity (normalized) is 0.338. (10) The peptide sequence is WIAASIILEFFLMVL. The MHC is DRB1_1501 with pseudo-sequence DRB1_1501. The binding affinity (normalized) is 0.186.